This data is from Full USPTO retrosynthesis dataset with 1.9M reactions from patents (1976-2016). The task is: Predict the reactants needed to synthesize the given product. (1) Given the product [O:16]1[C:20]2[CH:21]=[CH:22][CH:23]=[CH:24][C:19]=2[N:18]=[C:14]1[CH:13]([C:3]1[CH:4]=[C:5]([O:8][C:9]([F:10])([F:11])[F:12])[CH:6]=[CH:7][C:2]=1[F:1])[OH:17], predict the reactants needed to synthesize it. The reactants are: [F:1][C:2]1[CH:7]=[CH:6][C:5]([O:8][C:9]([F:12])([F:11])[F:10])=[CH:4][C:3]=1[CH:13]([OH:17])[C:14]([OH:16])=O.[NH2:18][C:19]1[CH:24]=[CH:23][CH:22]=[CH:21][C:20]=1O. (2) Given the product [CH:1]1([N:6]([CH3:43])[C:7]([NH:9][C@:10]([C:32]2[CH:37]=[CH:36][C:35]([F:38])=[C:34]([C:39]([F:42])([F:41])[F:40])[CH:33]=2)([C:18]2[CH:23]=[C:22]([O:24][C:25]([F:29])([F:30])[CH:26]([F:27])[F:28])[CH:21]=[C:20]([F:31])[CH:19]=2)[CH2:11][C:12]2[CH:13]=[CH:14][CH:15]=[CH:16][CH:17]=2)=[O:8])[CH2:5][CH2:4][CH2:3][CH2:2]1, predict the reactants needed to synthesize it. The reactants are: [CH:1]1([NH:6][C:7]([NH:9][C@:10]([C:32]2[CH:37]=[CH:36][C:35]([F:38])=[C:34]([C:39]([F:42])([F:41])[F:40])[CH:33]=2)([C:18]2[CH:23]=[C:22]([O:24][C:25]([F:30])([F:29])[CH:26]([F:28])[F:27])[CH:21]=[C:20]([F:31])[CH:19]=2)[CH2:11][C:12]2[CH:17]=[CH:16][CH:15]=[CH:14][CH:13]=2)=[O:8])[CH2:5][CH2:4][CH2:3][CH2:2]1.[CH3:43]NC1CCCC1. (3) Given the product [O:20]1[CH2:21][CH2:22][CH2:23][CH2:24][CH:19]1[O:18][CH2:17][CH2:16][N:8]1[C:9]2[C:14](=[CH:13][CH:12]=[CH:11][CH:10]=2)[C:6]([C:4]([O:3][CH2:1][CH3:2])=[O:5])=[N:7]1, predict the reactants needed to synthesize it. The reactants are: [CH2:1]([O:3][C:4]([C:6]1[C:14]2[C:9](=[CH:10][CH:11]=[CH:12][CH:13]=2)[NH:8][N:7]=1)=[O:5])[CH3:2].Br[CH2:16][CH2:17][O:18][CH:19]1[CH2:24][CH2:23][CH2:22][CH2:21][O:20]1.C(=O)([O-])[O-].[K+].[K+].[I-].[Li+]. (4) Given the product [C:10]([C:9]1[CH:8]=[CH:7][N:6]=[C:5]2[NH:1][CH:2]=[C:3]([CH:19]([OH:20])[C:18]3[C:13]([F:12])=[C:14]([NH:22][S:23]([C:26]4[CH:27]=[CH:28][C:29]([C:32]([F:35])([F:34])[F:33])=[CH:30][CH:31]=4)(=[O:25])=[O:24])[CH:15]=[CH:16][C:17]=3[F:21])[C:4]=12)#[N:11], predict the reactants needed to synthesize it. The reactants are: [NH:1]1[C:5]2[N:6]=[CH:7][CH:8]=[C:9]([C:10]#[N:11])[C:4]=2[CH:3]=[CH:2]1.[F:12][C:13]1[C:18]([CH:19]=[O:20])=[C:17]([F:21])[CH:16]=[CH:15][C:14]=1[NH:22][S:23]([C:26]1[CH:31]=[CH:30][C:29]([C:32]([F:35])([F:34])[F:33])=[CH:28][CH:27]=1)(=[O:25])=[O:24].[OH-].[K+].Cl.